Task: Predict the reactants needed to synthesize the given product.. Dataset: Full USPTO retrosynthesis dataset with 1.9M reactions from patents (1976-2016) (1) Given the product [O:21]=[C:15]1[CH:14]([N:8]2[CH2:7][C:6]3[C:10](=[CH:11][CH:12]=[C:4]([CH2:3][NH:2][C:24](=[O:25])[C:23]([F:37])([F:22])[C:27]4[CH:32]=[CH:31][CH:30]=[C:29]([O:33][CH2:34][CH2:35][OH:36])[CH:28]=4)[CH:5]=3)[C:9]2=[O:13])[CH2:19][CH2:18][C:17](=[O:20])[NH:16]1, predict the reactants needed to synthesize it. The reactants are: Cl.[NH2:2][CH2:3][C:4]1[CH:5]=[C:6]2[C:10](=[CH:11][CH:12]=1)[C:9](=[O:13])[N:8]([CH:14]1[CH2:19][CH2:18][C:17](=[O:20])[NH:16][C:15]1=[O:21])[CH2:7]2.[F:22][C:23]([F:37])([C:27]1[CH:32]=[CH:31][CH:30]=[C:29]([O:33][CH2:34][CH2:35][OH:36])[CH:28]=1)[C:24](O)=[O:25].C(N(CC)C(C)C)(C)C.F[P-](F)(F)(F)(F)F.CN(C(N(C)C)=[N+]1C2C(=NC=CC=2)[N+]([O-])=N1)C. (2) Given the product [NH2:23][C:10]1[CH:11]=[C:12]([CH2:15][CH2:16][CH2:17][CH2:18][CH2:19][CH2:20][CH2:21][CH3:22])[CH:13]=[CH:14][C:9]=1[OH:8], predict the reactants needed to synthesize it. The reactants are: C([O:8][C:9]1[CH:14]=[CH:13][C:12]([C:15]#[C:16][CH2:17][CH2:18][CH2:19][CH2:20][CH2:21][CH3:22])=[CH:11][C:10]=1[N+:23]([O-])=O)C1C=CC=CC=1.[H][H]. (3) Given the product [F:8][C:5]1[CH:6]=[CH:7][C:2]2[N:1]=[N:18][C:13]3=[C:12]([CH3:14])[N:11]=[C:10]([CH2:15][CH2:16][CH3:17])[N:9]3[C:3]=2[CH:4]=1, predict the reactants needed to synthesize it. The reactants are: [NH2:1][C:2]1[CH:7]=[CH:6][C:5]([F:8])=[CH:4][C:3]=1[N:9]1[CH:13]=[C:12]([CH3:14])[N:11]=[C:10]1[CH2:15][CH2:16][CH3:17].[N:18]([O-])=O.[Na+]. (4) Given the product [CH:2]([C:6]1[CH:7]=[CH:8][CH:9]=[C:10]([CH:11]=[O:12])[C:5]=1[C:4]([O:3][CH3:14])=[O:13])=[O:1], predict the reactants needed to synthesize it. The reactants are: [OH:1][CH:2]1[C:6]2[CH:7]=[CH:8][CH:9]=[C:10]([CH:11]=[O:12])[C:5]=2[C:4](=[O:13])[O:3]1.[C:14](=O)([O-])[O-].[K+].[K+].IC. (5) Given the product [CH2:20]([NH:19][C@@H:16]1[CH2:17][CH2:18][C@H:13]([CH2:12][NH:11][C:2]2[N+:3]([O-:10])=[CH:4][C:5]([CH3:9])=[C:6]([Cl:8])[CH:7]=2)[CH2:14][CH2:15]1)[C:21]1[CH:26]=[CH:25][CH:24]=[CH:23][CH:22]=1, predict the reactants needed to synthesize it. The reactants are: Cl[C:2]1[CH:7]=[C:6]([Cl:8])[C:5]([CH3:9])=[CH:4][N+:3]=1[O-:10].[NH2:11][CH2:12][C@@H:13]1[CH2:18][CH2:17][C@H:16]([NH:19][CH2:20][C:21]2[CH:26]=[CH:25][CH:24]=[CH:23][CH:22]=2)[CH2:15][CH2:14]1.C(O)CCC.C([O-])(O)=O.[Na+]. (6) Given the product [CH3:1][N:2]([CH3:11])[C:3]1[N:4]=[CH:5][C:6]([CH:9]=[O:10])=[N:7][CH:8]=1, predict the reactants needed to synthesize it. The reactants are: [CH3:1][N:2]([CH3:11])[C:3]1[N:4]=[CH:5][C:6]([CH2:9][OH:10])=[N:7][CH:8]=1.